Dataset: Full USPTO retrosynthesis dataset with 1.9M reactions from patents (1976-2016). Task: Predict the reactants needed to synthesize the given product. (1) Given the product [CH:16]([C:13]1[CH:12]=[N:11][C:10]([NH:9][C:5](=[O:6])[N:4]([CH3:8])[CH3:3])=[N:15][CH:14]=1)=[O:17], predict the reactants needed to synthesize it. The reactants are: [H-].[Na+].[CH3:3][N:4]([CH3:8])[C:5](Cl)=[O:6].[NH2:9][C:10]1[N:15]=[CH:14][C:13]([CH:16]=[O:17])=[CH:12][N:11]=1.C(=O)([O-])O.[Na+]. (2) Given the product [C:1]([O:5][C:6]([N:8]1[CH2:13][CH2:12][CH:11]([C:14]#[C:15][C:16]2[C:21]([Cl:22])=[CH:20][N:19]=[C:18]([C:31]3[CH:32]=[CH:33][C:28]([S:25]([CH3:24])(=[O:27])=[O:26])=[CH:29][CH:30]=3)[N:17]=2)[CH2:10][CH2:9]1)=[O:7])([CH3:4])([CH3:3])[CH3:2], predict the reactants needed to synthesize it. The reactants are: [C:1]([O:5][C:6]([N:8]1[CH2:13][CH2:12][CH:11]([C:14]#[C:15][C:16]2[C:21]([Cl:22])=[CH:20][N:19]=[C:18](Cl)[N:17]=2)[CH2:10][CH2:9]1)=[O:7])([CH3:4])([CH3:3])[CH3:2].[CH3:24][S:25]([C:28]1[CH:33]=[CH:32][C:31](B(O)O)=[CH:30][CH:29]=1)(=[O:27])=[O:26].